From a dataset of Peptide-MHC class I binding affinity with 185,985 pairs from IEDB/IMGT. Regression. Given a peptide amino acid sequence and an MHC pseudo amino acid sequence, predict their binding affinity value. This is MHC class I binding data. The peptide sequence is LSDLCNFLV. The MHC is HLA-A26:01 with pseudo-sequence HLA-A26:01. The binding affinity (normalized) is 0.0847.